The task is: Predict the product of the given reaction.. This data is from Forward reaction prediction with 1.9M reactions from USPTO patents (1976-2016). (1) Given the reactants Cl.[NH2:2][C:3]1[CH:4]=[C:5]([CH:9]=[C:10]([OH:12])[CH:11]=1)[C:6]([OH:8])=[O:7].[OH-].[Na+].C(=O)([O-])O.[Na+].[O:20](C(OC(C)(C)C)=O)[C:21]([O:23][C:24]([CH3:27])([CH3:26])[CH3:25])=O, predict the reaction product. The product is: [C:24]([O:23][C:21]([NH:2][C:3]1[CH:4]=[C:5]([CH:9]=[C:10]([OH:12])[CH:11]=1)[C:6]([OH:8])=[O:7])=[O:20])([CH3:27])([CH3:26])[CH3:25]. (2) Given the reactants [Li]CCCC.CC1(C)CCCC(C)(C)N1.[Cl:16][C:17]1[N:25]=[C:24]2[C:20]([N:21]([CH2:26][C@H:27]3[CH2:32][CH2:31][C@H:30]([CH3:33])[CH2:29][CH2:28]3)[CH:22]=[N:23]2)=[C:19]([C:34]2[CH:35]=[C:36]([CH3:40])[CH:37]=[CH:38][CH:39]=2)[N:18]=1.[Br:41]N1C(C)(C)C(=O)N(Br)C1=O, predict the reaction product. The product is: [Br:41][C:22]1[N:21]([CH2:26][C@H:27]2[CH2:32][CH2:31][C@H:30]([CH3:33])[CH2:29][CH2:28]2)[C:20]2[C:24](=[N:25][C:17]([Cl:16])=[N:18][C:19]=2[C:34]2[CH:35]=[C:36]([CH3:40])[CH:37]=[CH:38][CH:39]=2)[N:23]=1.